Dataset: Catalyst prediction with 721,799 reactions and 888 catalyst types from USPTO. Task: Predict which catalyst facilitates the given reaction. (1) Reactant: C(=O)([O-])[O-].[Cs+].[Cs+].CS([C:11]1[N:12]=[C:13]([O:27][CH2:28][CH2:29][CH3:30])[C:14]2[N:19]=[C:18]([C:20]3[CH:25]=[CH:24][CH:23]=[C:22]([CH3:26])[CH:21]=3)[O:17][C:15]=2[N:16]=1)(=O)=O.[CH:31]1([OH:37])[CH2:36][CH2:35][CH2:34][CH2:33][CH2:32]1. Product: [CH:31]1([O:37][C:11]2[N:12]=[C:13]([O:27][CH2:28][CH2:29][CH3:30])[C:14]3[N:19]=[C:18]([C:20]4[CH:25]=[CH:24][CH:23]=[C:22]([CH3:26])[CH:21]=4)[O:17][C:15]=3[N:16]=2)[CH2:36][CH2:35][CH2:34][CH2:33][CH2:32]1. The catalyst class is: 3. (2) Reactant: [NH2:1][C:2]1[CH:3]=[CH:4][C:5]2[N:6]([C:8]([CH2:18][OH:19])=[C:9]([C:11]3[CH:16]=[CH:15][C:14]([Cl:17])=[CH:13][CH:12]=3)[N:10]=2)[CH:7]=1.[C:20](OC(=O)C)(=[O:22])[CH3:21]. Product: [Cl:17][C:14]1[CH:15]=[CH:16][C:11]([C:9]2[N:10]=[C:5]3[CH:4]=[CH:3][C:2]([NH:1][C:20](=[O:22])[CH3:21])=[CH:7][N:6]3[C:8]=2[CH2:18][OH:19])=[CH:12][CH:13]=1. The catalyst class is: 1. (3) Reactant: [Br:1][C:2]1[CH:3]=[C:4]([C:8](=O)[CH3:9])[CH:5]=[CH:6][CH:7]=1.[NH4+:11].[Cl-].[C-:13]#[N:14].[K+]. Product: [NH2:11][C:8]([C:4]1[CH:5]=[CH:6][CH:7]=[C:2]([Br:1])[CH:3]=1)([CH3:9])[C:13]#[N:14]. The catalyst class is: 328. (4) Reactant: [O:1]=[C:2](C=P(C1C=CC=CC=1)(C1C=CC=CC=1)C1C=CC=CC=1)[CH2:3][C:4]([O-])=O.C1(C2C(C=O)=C(C3C=CC(F)=CC=3)C3C(=CC=CC=3)N=2)CC1.CCCCCC.[CH2:55]([O:57][C:58](=[O:60])[CH3:59])[CH3:56]. Product: [CH2:55]([O:57][C:58](=[O:60])[CH2:59][C:2](=[O:1])[CH:3]=[CH2:4])[CH3:56]. The catalyst class is: 10. (5) Reactant: [C:1]([C:5]1[CH:10]=[CH:9][C:8]([C:11]2[C:12]([NH2:17])=[N:13][CH:14]=[CH:15][CH:16]=2)=[CH:7][CH:6]=1)([CH3:4])([CH3:3])[CH3:2].Cl[CH2:19][CH2:20][S:21](Cl)(=[O:23])=[O:22].O. Product: [C:1]([C:5]1[CH:10]=[CH:9][C:8]([C:11]2[C:12]3=[N:17][S:21](=[O:23])(=[O:22])[CH2:20][CH2:19][N:13]3[CH:14]=[CH:15][CH:16]=2)=[CH:7][CH:6]=1)([CH3:4])([CH3:2])[CH3:3]. The catalyst class is: 80. (6) Reactant: C([Si](C)(C)[O:6][C:7]([C:16]1[CH:21]=[CH:20][C:19]([CH2:22][S:23]([C:26]2[CH:31]=[CH:30][CH:29]=[CH:28][CH:27]=2)(=[O:25])=[O:24])=[CH:18][CH:17]=1)([C:12]([F:15])([F:14])[F:13])[C:8]([F:11])([F:10])[F:9])(C)(C)C.[Li][CH2:35][CH2:36][CH2:37]C.CN1C(=O)N(C)CCC1.C(Br)C=C. Product: [F:15][C:12]([F:14])([F:13])[C:7]([C:16]1[CH:17]=[CH:18][C:19]([CH:22]([S:23]([C:26]2[CH:27]=[CH:28][CH:29]=[CH:30][CH:31]=2)(=[O:24])=[O:25])[CH2:37][CH:36]=[CH2:35])=[CH:20][CH:21]=1)([OH:6])[C:8]([F:10])([F:11])[F:9]. The catalyst class is: 1.